This data is from Catalyst prediction with 721,799 reactions and 888 catalyst types from USPTO. The task is: Predict which catalyst facilitates the given reaction. (1) The catalyst class is: 352. Product: [C:1]([O:5][C:6]([NH:8][CH2:9][C:10]1[C:11]([C:33]2[CH:38]=[CH:37][C:36]([CH3:39])=[CH:35][CH:34]=2)=[C:12]([CH2:21][CH2:22][C:23]2[CH:32]=[CH:31][CH:30]=[CH:29][C:24]=2[C:25]([O:27][CH3:28])=[O:26])[C:13]([CH3:20])=[N:14][C:15]=1[CH2:16][CH:17]([CH3:18])[CH3:19])=[O:7])([CH3:2])([CH3:3])[CH3:4]. Reactant: [C:1]([O:5][C:6]([NH:8][CH2:9][C:10]1[C:11]([C:33]2[CH:38]=[CH:37][C:36]([CH3:39])=[CH:35][CH:34]=2)=[C:12](/[CH:21]=[CH:22]/[C:23]2[CH:32]=[CH:31][CH:30]=[CH:29][C:24]=2[C:25]([O:27][CH3:28])=[O:26])[C:13]([CH3:20])=[N:14][C:15]=1[CH2:16][CH:17]([CH3:19])[CH3:18])=[O:7])([CH3:4])([CH3:3])[CH3:2].[H][H]. (2) Reactant: [S:1]1[C:9]2[C:4](=[N:5][C:6]([CH2:10][CH2:11][NH2:12])=[CH:7][CH:8]=2)[CH:3]=[CH:2]1.[Br:13][C:14]1[CH:23]=[CH:22][CH:21]=[C:20]([CH2:24]Br)[C:15]=1[C:16](OC)=[O:17]. Product: [Br:13][C:14]1[CH:23]=[CH:22][CH:21]=[C:20]2[C:15]=1[C:16](=[O:17])[N:12]([CH2:11][CH2:10][C:6]1[N:5]=[C:4]3[CH:3]=[CH:2][S:1][C:9]3=[CH:8][CH:7]=1)[CH2:24]2. The catalyst class is: 8. (3) Reactant: Cl[C:2]1[C:3]2[C:4](=[N:8][N:9]([CH2:11][C:12]34[CH2:16][C:14]([C:17]([O:19][CH3:20])=[O:18])([CH2:15]3)[CH2:13]4)[CH:10]=2)[N:5]=[CH:6][N:7]=1.[Cl:21][C:22]1[C:27]([CH2:28][NH2:29])=[C:26]([F:30])[C:25]([O:31][CH3:32])=[CH:24][CH:23]=1.CCN(C(C)C)C(C)C.C(N(C(C)C)C(C)C)C. Product: [Cl:21][C:22]1[C:27]([CH2:28][NH:29][C:2]2[C:3]3[C:4](=[N:8][N:9]([CH2:11][C:12]45[CH2:16][C:14]([C:17]([O:19][CH3:20])=[O:18])([CH2:13]4)[CH2:15]5)[CH:10]=3)[N:5]=[CH:6][N:7]=2)=[C:26]([F:30])[C:25]([O:31][CH3:32])=[CH:24][CH:23]=1. The catalyst class is: 51. (4) Reactant: [CH2:1]([Sn:5]([CH2:14][CH2:15][CH2:16][CH3:17])([CH2:10][CH2:11][CH2:12][CH3:13])/[CH:6]=[CH:7]/[CH2:8][OH:9])[CH2:2][CH2:3][CH3:4].C[Si](C)(C)[O-].[K+].[C:24]1([CH3:34])[CH:29]=[CH:28][C:27]([S:30](Cl)(=[O:32])=[O:31])=[CH:26][CH:25]=1. The catalyst class is: 28. Product: [CH3:34][C:24]1[CH:29]=[CH:28][C:27]([S:30]([O:9][CH2:8]/[CH:7]=[CH:6]/[Sn:5]([CH2:1][CH2:2][CH2:3][CH3:4])([CH2:10][CH2:11][CH2:12][CH3:13])[CH2:14][CH2:15][CH2:16][CH3:17])(=[O:32])=[O:31])=[CH:26][CH:25]=1. (5) Reactant: [CH2:1]([C@:4]1([CH2:47][CH2:48][O:49][CH2:50][C:51]2[CH:56]=[CH:55][C:54]([O:57][CH3:58])=[CH:53][CH:52]=2)[CH2:9][C@H:8]([C:10]2[CH:15]=[CH:14][CH:13]=[C:12]([Cl:16])[CH:11]=2)[C@@H:7]([C:17]2[CH:22]=[CH:21][C:20]([Cl:23])=[CH:19][CH:18]=2)[N:6]([C@@H:24]([CH2:44][CH3:45])[CH2:25][O:26][Si](C(C)(C)C)(C2C=CC=CC=2)C2C=CC=CC=2)[C:5]1=[O:46])[CH:2]=[CH2:3].C([C@@]1(CCOCC2C=CC(OC)=CC=2)C[C@H](C2C=CC=C(Cl)C=2)[C@@H](C2C=CC(Cl)=CC=2)N([C@@H](CC)CO[Si](C(C)(C)C)(C2C=CC=CC=2)C2C=CC=CC=2)C1=O)C=C.CCCC[N+](CCCC)(CCCC)CCCC.[F-]. Product: [CH2:1]([C@:4]1([CH2:47][CH2:48][O:49][CH2:50][C:51]2[CH:56]=[CH:55][C:54]([O:57][CH3:58])=[CH:53][CH:52]=2)[CH2:9][C@H:8]([C:10]2[CH:15]=[CH:14][CH:13]=[C:12]([Cl:16])[CH:11]=2)[C@@H:7]([C:17]2[CH:22]=[CH:21][C:20]([Cl:23])=[CH:19][CH:18]=2)[N:6]([C@@H:24]([CH2:44][CH3:45])[CH2:25][OH:26])[C:5]1=[O:46])[CH:2]=[CH2:3]. The catalyst class is: 1. (6) Reactant: COCOC1C=C(CO)C=C(OCOC)C=1CC=C(C)C.[CH3:22][O:23][CH2:24][O:25][C:26]1[CH:27]=[C:28]([CH:35]=[C:36]([O:43][CH2:44][O:45][CH3:46])[C:37]=1[CH2:38][CH:39]=[C:40]([CH3:42])[CH3:41])[CH2:29][O:30][S:31]([CH3:34])(=[O:33])=[O:32].C(N(CC)CC)C.[Cl-].S([O-])(=O)(=O)C. Product: [CH3:22][O:23][CH2:24][O:25][C:26]1[CH:27]=[C:28]([CH:35]=[C:36]([O:43][CH2:44][O:45][CH3:46])[C:37]=1[CH2:38][CH:39]=[C:40]([CH3:42])[CH3:41])[CH2:29][O:30][S:31]([CH3:34])(=[O:33])=[O:32]. The catalyst class is: 2. (7) Reactant: [F:1][C:2]([F:31])([F:30])[C:3]([CH3:29])([CH3:28])[CH2:4][N:5]1[CH2:10][CH2:9][CH:8]([CH2:11][O:12][C:13]2[N:18]=[CH:17][C:16]([C:19]3[CH:27]=[CH:26][C:22]([C:23]([OH:25])=O)=[CH:21][CH:20]=3)=[CH:15][CH:14]=2)[CH2:7][CH2:6]1.[NH:32]1[CH2:39][CH2:38][CH2:37][C@H:33]1[C:34]([NH2:36])=[O:35].C(Cl)CCl.C1C=CC2N(O)N=NC=2C=1.CCN(C(C)C)C(C)C. Product: [F:30][C:2]([F:31])([F:1])[C:3]([CH3:29])([CH3:28])[CH2:4][N:5]1[CH2:10][CH2:9][CH:8]([CH2:11][O:12][C:13]2[N:18]=[CH:17][C:16]([C:19]3[CH:20]=[CH:21][C:22]([C:23]([N:32]4[CH2:39][CH2:38][CH2:37][C@H:33]4[C:34]([NH2:36])=[O:35])=[O:25])=[CH:26][CH:27]=3)=[CH:15][CH:14]=2)[CH2:7][CH2:6]1. The catalyst class is: 18.